From a dataset of Aqueous solubility values for 9,982 compounds from the AqSolDB database. Regression/Classification. Given a drug SMILES string, predict its absorption, distribution, metabolism, or excretion properties. Task type varies by dataset: regression for continuous measurements (e.g., permeability, clearance, half-life) or binary classification for categorical outcomes (e.g., BBB penetration, CYP inhibition). For this dataset (solubility_aqsoldb), we predict Y. (1) The molecule is CC(CCC(=O)O)NC(=O)c1ccccc1. The Y is -1.69 log mol/L. (2) The drug is NCCNCCN. The Y is 0.986 log mol/L. (3) The compound is CC1=C2C(O)C3C(CC(C)C2CC1=O)OC(=O)C3C. The Y is -1.95 log mol/L.